This data is from Peptide-MHC class I binding affinity with 185,985 pairs from IEDB/IMGT. The task is: Regression. Given a peptide amino acid sequence and an MHC pseudo amino acid sequence, predict their binding affinity value. This is MHC class I binding data. The peptide sequence is AALRNLCFY. The MHC is H-2-Db with pseudo-sequence H-2-Db. The binding affinity (normalized) is 0.357.